From a dataset of NCI-60 drug combinations with 297,098 pairs across 59 cell lines. Regression. Given two drug SMILES strings and cell line genomic features, predict the synergy score measuring deviation from expected non-interaction effect. (1) Drug 1: C1=NC(=NC(=O)N1C2C(C(C(O2)CO)O)O)N. Drug 2: C(CN)CNCCSP(=O)(O)O. Cell line: KM12. Synergy scores: CSS=32.5, Synergy_ZIP=2.86, Synergy_Bliss=1.74, Synergy_Loewe=-32.4, Synergy_HSA=-0.824. (2) Drug 1: C1CCC(C1)C(CC#N)N2C=C(C=N2)C3=C4C=CNC4=NC=N3. Drug 2: CC1OCC2C(O1)C(C(C(O2)OC3C4COC(=O)C4C(C5=CC6=C(C=C35)OCO6)C7=CC(=C(C(=C7)OC)O)OC)O)O. Cell line: NCI-H226. Synergy scores: CSS=15.6, Synergy_ZIP=-3.51, Synergy_Bliss=-3.09, Synergy_Loewe=-4.69, Synergy_HSA=-1.25. (3) Drug 1: CC1C(C(CC(O1)OC2CC(CC3=C2C(=C4C(=C3O)C(=O)C5=C(C4=O)C(=CC=C5)OC)O)(C(=O)CO)O)N)O.Cl. Drug 2: CN(CC1=CN=C2C(=N1)C(=NC(=N2)N)N)C3=CC=C(C=C3)C(=O)NC(CCC(=O)O)C(=O)O. Cell line: HOP-92. Synergy scores: CSS=36.3, Synergy_ZIP=-14.3, Synergy_Bliss=-9.22, Synergy_Loewe=-6.59, Synergy_HSA=-4.76. (4) Drug 1: CC1=C(C=C(C=C1)NC(=O)C2=CC=C(C=C2)CN3CCN(CC3)C)NC4=NC=CC(=N4)C5=CN=CC=C5. Drug 2: COC1=C2C(=CC3=C1OC=C3)C=CC(=O)O2. Cell line: NCIH23. Synergy scores: CSS=12.0, Synergy_ZIP=-4.42, Synergy_Bliss=-3.01, Synergy_Loewe=-9.18, Synergy_HSA=-0.491.